This data is from Catalyst prediction with 721,799 reactions and 888 catalyst types from USPTO. The task is: Predict which catalyst facilitates the given reaction. Reactant: [Cl:1][C:2]1[CH:7]=[C:6]([Cl:8])[N:5]=[C:4]([S:9][CH3:10])[N:3]=1.[Li].[CH:12]1([CH:17]=[O:18])[CH2:16][CH2:15][CH2:14][CH2:13]1. Product: [CH:12]1([CH:17]([C:7]2[C:2]([Cl:1])=[N:3][C:4]([S:9][CH3:10])=[N:5][C:6]=2[Cl:8])[OH:18])[CH2:16][CH2:15][CH2:14][CH2:13]1. The catalyst class is: 1.